Task: Predict the product of the given reaction.. Dataset: Forward reaction prediction with 1.9M reactions from USPTO patents (1976-2016) (1) The product is: [C:18]([C:15]1[CH:16]=[CH:17][C:12]([C:7]2[C:6]([C:4]([OH:5])=[O:3])=[CH:11][CH:10]=[CH:9][CH:8]=2)=[CH:13][CH:14]=1)([CH3:21])([CH3:19])[CH3:20]. Given the reactants C([O:3][C:4]([C:6]1[C:7]([C:12]2[CH:17]=[CH:16][C:15]([C:18]([CH3:21])([CH3:20])[CH3:19])=[CH:14][CH:13]=2)=[CH:8][CH:9]=[CH:10][CH:11]=1)=[O:5])C.CO.O.O.[OH-].[Li+], predict the reaction product. (2) Given the reactants [Cl:1][C:2]1[N:7]=[C:6]([NH:8][C:9](=[O:11])[CH3:10])[CH:5]=[C:4](Cl)[N:3]=1.[NH:13]1[CH:17]=[CH:16][CH:15]=[N:14]1.C(=O)([O-])[O-].[Cs+].[Cs+].O, predict the reaction product. The product is: [Cl:1][C:2]1[N:7]=[C:6]([NH:8][C:9](=[O:11])[CH3:10])[CH:5]=[C:4]([N:13]2[CH:17]=[CH:16][CH:15]=[N:14]2)[N:3]=1. (3) Given the reactants Br[C:2]1[N:6]([CH3:7])[CH:5]=[N:4][C:3]=1[C:8]1[CH:13]=[C:12]([C:14]#[N:15])[CH:11]=[CH:10][N:9]=1.[NH:16]1[C:24]2[C:19](=[CH:20][CH:21]=[C:22](B(O)O)[CH:23]=2)[CH:18]=[CH:17]1, predict the reaction product. The product is: [NH:16]1[C:24]2[C:19](=[CH:20][CH:21]=[C:22]([C:2]3[N:6]([CH3:7])[CH:5]=[N:4][C:3]=3[C:8]3[CH:13]=[C:12]([C:14]#[N:15])[CH:11]=[CH:10][N:9]=3)[CH:23]=2)[CH:18]=[CH:17]1. (4) Given the reactants Br[C:2]1[CH:7]=[C:6](Br)[C:5]([N:9]2[C:21]3[CH:20]=[CH:19][CH:18]=[CH:17][C:16]=3[C:15]3[C:10]2=[CH:11][CH:12]=[CH:13][CH:14]=3)=[CH:4][C:3]=1[N:22]1[C:34]2[CH:33]=[CH:32][CH:31]=[CH:30][C:29]=2[C:28]2[C:23]1=[CH:24][CH:25]=[CH:26][CH:27]=2.[C:35]1([OH:41])[CH:40]=[CH:39][CH:38]=[CH:37][CH:36]=1.[C:42](=[O:45])([O-])[O-].[K+].[K+].N, predict the reaction product. The product is: [O:41]([C:2]1[CH:7]=[C:6]([O:45][C:42]2[CH:6]=[CH:7][CH:2]=[CH:3][CH:4]=2)[C:5]([N:9]2[C:21]3[CH:20]=[CH:19][CH:18]=[CH:17][C:16]=3[C:15]3[C:10]2=[CH:11][CH:12]=[CH:13][CH:14]=3)=[CH:4][C:3]=1[N:22]1[C:34]2[CH:33]=[CH:32][CH:31]=[CH:30][C:29]=2[C:28]2[C:23]1=[CH:24][CH:25]=[CH:26][CH:27]=2)[C:35]1[CH:40]=[CH:39][CH:38]=[CH:37][CH:36]=1. (5) Given the reactants [CH3:1][C:2]1([C:17]2[CH:18]=[C:19]([NH2:23])[CH:20]=[CH:21][CH:22]=2)[CH:7]2[CH:3]1[CH2:4][N:5]([CH2:8][CH2:9][CH2:10][C:11]1[CH:16]=[CH:15][CH:14]=[CH:13][CH:12]=1)[CH2:6]2.[CH2:24]([S:27](Cl)(=[O:29])=[O:28])[CH2:25][CH3:26].[OH2:31].ClCCl, predict the reaction product. The product is: [C:21]([OH:28])(=[O:31])[CH3:22].[CH3:1][C:2]1([C:17]2[CH:18]=[C:19]([NH:23][S:27]([CH2:24][CH2:25][CH3:26])(=[O:29])=[O:28])[CH:20]=[CH:21][CH:22]=2)[CH:3]2[CH:7]1[CH2:6][N:5]([CH2:8][CH2:9][CH2:10][C:11]1[CH:16]=[CH:15][CH:14]=[CH:13][CH:12]=1)[CH2:4]2. (6) Given the reactants [C:1]([O:4][C@@H:5]1[C@@H:10]([O:11][C:12](=[O:14])[CH3:13])[C@H:9]([O:15][C:16](=[O:18])[CH3:17])[C@@H:8]([CH2:19][O:20][C:21](=[O:23])[CH3:22])[O:7][C@H:6]1[O:24][C:25]1[C:30]2[C:31](/[CH:34]=[CH:35]/[C:36]3[CH:41]=[CH:40][C:39](Br)=[CH:38][CH:37]=3)=[CH:32][O:33][C:29]=2[CH:28]=[CH:27][CH:26]=1)(=[O:3])[CH3:2].[C:43]([OH:48])(=[O:47])[CH2:44][CH:45]=[CH2:46].C(N(CC)CC)C.CC1C=CC=CC=1P(C1C=CC=CC=1C)C1C=CC=CC=1C, predict the reaction product. The product is: [C:1]([O:4][C@@H:5]1[C@@H:10]([O:11][C:12](=[O:14])[CH3:13])[C@H:9]([O:15][C:16](=[O:18])[CH3:17])[C@@H:8]([CH2:19][O:20][C:21](=[O:23])[CH3:22])[O:7][C@H:6]1[O:24][C:25]1[C:30]2[C:31](/[CH:34]=[CH:35]/[C:36]3[CH:41]=[CH:40][C:39](/[CH:46]=[CH:45]/[CH2:44][C:43]([OH:48])=[O:47])=[CH:38][CH:37]=3)=[CH:32][O:33][C:29]=2[CH:28]=[CH:27][CH:26]=1)(=[O:3])[CH3:2].